This data is from Forward reaction prediction with 1.9M reactions from USPTO patents (1976-2016). The task is: Predict the product of the given reaction. (1) Given the reactants Br[C:2]1[CH:3]=[C:4]2[O:10][CH2:9][O:8][C:5]2=[N:6][CH:7]=1.C([Sn](CCCC)(CCCC)[C:16]([O:18]CC)=[CH2:17])CCC.O.CCOC(C)=O, predict the reaction product. The product is: [O:10]1[C:4]2[C:5](=[N:6][CH:7]=[C:2]([C:16](=[O:18])[CH3:17])[CH:3]=2)[O:8][CH2:9]1. (2) The product is: [O:1]1[CH:6]=[CH:5][CH2:4][CH2:3][CH:2]1[CH:7]=[O:8].[CH:14]([CH:13]=[CH2:12])=[O:15]. Given the reactants [O:1]1[CH2:6][CH2:5][CH2:4][CH2:3][CH:2]1[CH2:7][OH:8].[CH2:14]([OH:15])[CH:13](O)[CH2:12][CH2:12][CH2:13][CH2:14][OH:15].C(O)CCCCC, predict the reaction product.